From a dataset of Reaction yield outcomes from USPTO patents with 853,638 reactions. Predict the reaction yield, written as a fraction of the theoretical maximum amount of product (1.0 means a 100% yield; for example, 0.34 means a 34% yield). (1) The reactants are Br[CH2:2][C:3]([C:5]1[CH:10]=[CH:9][CH:8]=[C:7]([O:11][CH3:12])[CH:6]=1)=[O:4].C1SC(=O)[NH:16][C:14]1=[O:15].C([O-])([O-])=O.[K+].[K+].O.[OH-].[Li+].C(O)(=O)C. The catalyst is CN(C=O)C.O.C1COCC1. The product is [CH3:12][O:11][C:7]1[CH:6]=[C:5]([C:3]2[O:4][C:14](=[O:15])[NH:16][CH:2]=2)[CH:10]=[CH:9][CH:8]=1. The yield is 0.720. (2) The reactants are [F:1][C:2]1[CH:3]=[C:4]([CH:9]2[C:14](=[O:15])[CH2:13][CH2:12][O:11][CH2:10]2)[CH:5]=[C:6]([F:8])[CH:7]=1.[C:16](Cl)([N:18]=[C:19]=[O:20])=[O:17]. No catalyst specified. The product is [F:1][C:2]1[CH:3]=[C:4]([CH:9]2[C:14]3[O:15][C:19](=[O:20])[NH:18][C:16](=[O:17])[C:13]=3[CH2:12][O:11][CH2:10]2)[CH:5]=[C:6]([F:8])[CH:7]=1. The yield is 0.217. (3) The reactants are [CH2:1]([C:3]1[S:25][C:6]2[N:7]=[CH:8][N:9]=[C:10]([N:11]3[CH2:16][CH2:15][N:14]([C:17]([CH:19]4[CH2:24][CH2:23][CH2:22][NH:21][CH2:20]4)=[O:18])[CH2:13][CH2:12]3)[C:5]=2[CH:4]=1)[CH3:2].[C:26](Cl)(=[O:28])[CH3:27]. The catalyst is C(Cl)Cl.C(N(C(C)C)CC)(C)C. The product is [CH2:1]([C:3]1[S:25][C:6]2[N:7]=[CH:8][N:9]=[C:10]([N:11]3[CH2:16][CH2:15][N:14]([C:17]([CH:19]4[CH2:24][CH2:23][CH2:22][N:21]([C:26](=[O:28])[CH3:27])[CH2:20]4)=[O:18])[CH2:13][CH2:12]3)[C:5]=2[CH:4]=1)[CH3:2]. The yield is 0.530. (4) The reactants are [C@@H:1]1([N:10]2[CH:17]=[CH:16][C:14](=[O:15])[NH:13][C:11]2=[O:12])[O:9][C@H:6]([CH2:7][OH:8])[C@@H:4]([OH:5])[C@H:2]1[OH:3].OS(O)(=O)=O.CCN(CC)CC.[CH3:30][C:31]([CH3:33])=O. No catalyst specified. The product is [CH3:30][C:31]1([CH3:33])[O:3][C@@H:2]2[C@@H:4]([C@@H:6]([CH2:7][OH:8])[O:9][C@H:1]2[N:10]2[C:11](=[O:12])[NH:13][C:14](=[O:15])[CH:16]=[CH:17]2)[O:5]1. The yield is 1.00. (5) The reactants are Cl[C:2]1[CH:15]=[CH:14][C:5]([C:6]([C:8]2[CH:13]=[CH:12][CH:11]=[CH:10][CH:9]=2)=[O:7])=[CH:4][C:3]=1[N+:16]([O-:18])=[O:17].[C:19]([N:26]1[CH2:31][CH2:30][NH:29][CH2:28][CH2:27]1)([O:21][C:22]([CH3:25])([CH3:24])[CH3:23])=[O:20]. The catalyst is CN1C(=O)CCC1. The product is [C:6]([C:5]1[CH:14]=[CH:15][C:2]([N:29]2[CH2:28][CH2:27][N:26]([C:19]([O:21][C:22]([CH3:25])([CH3:24])[CH3:23])=[O:20])[CH2:31][CH2:30]2)=[C:3]([N+:16]([O-:18])=[O:17])[CH:4]=1)(=[O:7])[C:8]1[CH:13]=[CH:12][CH:11]=[CH:10][CH:9]=1. The yield is 0.930. (6) The reactants are Br[C:2]1[CH:7]=[CH:6][C:5]([C:8]2[N:17]([CH2:18][C@@H:19]3[CH2:23][CH2:22][N:21]([C:24]([CH:26]4[CH2:28][CH2:27]4)=[O:25])[CH2:20]3)[C:11]3=[N:12][CH:13]=[C:14]([CH3:16])[CH:15]=[C:10]3[N:9]=2)=[CH:4][CH:3]=1.[NH:29]1[C:37]2[C:32](=[CH:33][CH:34]=[C:35](B(O)O)[CH:36]=2)[CH:31]=[CH:30]1.C([O-])(O)=O.[Na+]. The catalyst is CN(C)C=O.C(OCC)(=O)C.C1C=CC([P]([Pd]([P](C2C=CC=CC=2)(C2C=CC=CC=2)C2C=CC=CC=2)([P](C2C=CC=CC=2)(C2C=CC=CC=2)C2C=CC=CC=2)[P](C2C=CC=CC=2)(C2C=CC=CC=2)C2C=CC=CC=2)(C2C=CC=CC=2)C2C=CC=CC=2)=CC=1. The product is [CH:26]1([C:24]([N:21]2[CH2:22][CH2:23][C@@H:19]([CH2:18][N:17]3[C:11]4=[N:12][CH:13]=[C:14]([CH3:16])[CH:15]=[C:10]4[N:9]=[C:8]3[C:5]3[CH:6]=[CH:7][C:2]([C:35]4[CH:36]=[C:37]5[C:32]([CH:31]=[CH:30][NH:29]5)=[CH:33][CH:34]=4)=[CH:3][CH:4]=3)[CH2:20]2)=[O:25])[CH2:28][CH2:27]1. The yield is 0.690. (7) The reactants are [Si:1]([N:8]1[C:11](=[O:12])[CH2:10][C@@H:9]1[C:13]([OH:15])=O)([C:4]([CH3:7])([CH3:6])[CH3:5])([CH3:3])[CH3:2].ClC(Cl)(OC(=O)OC(Cl)(Cl)Cl)Cl.CC1C=C(C)C=C(C)N=1.[F:37][C:38]1[CH:39]=[C:40]([C@:46]([C:55]2[CH:60]=[C:59]([O:61][C:62]([F:67])([F:66])[CH:63]([F:65])[F:64])[CH:58]=[C:57]([F:68])[CH:56]=2)([NH2:54])[CH2:47][C:48]2[CH:53]=[CH:52][CH:51]=[CH:50][CH:49]=2)[CH:41]=[CH:42][C:43]=1[O:44][CH3:45].C(N(CC)C(C)C)(C)C. The catalyst is C1COCC1.O. The product is [Si:1]([N:8]1[C:11](=[O:12])[CH2:10][C@@H:9]1[C:13]([NH:54][C@:46]([C:40]1[CH:41]=[CH:42][C:43]([O:44][CH3:45])=[C:38]([F:37])[CH:39]=1)([C:55]1[CH:60]=[C:59]([O:61][C:62]([F:67])([F:66])[CH:63]([F:65])[F:64])[CH:58]=[C:57]([F:68])[CH:56]=1)[CH2:47][C:48]1[CH:53]=[CH:52][CH:51]=[CH:50][CH:49]=1)=[O:15])([C:4]([CH3:5])([CH3:6])[CH3:7])([CH3:2])[CH3:3]. The yield is 0.550. (8) The reactants are [CH:1]1([Mg]Br)[CH2:3][CH2:2]1.[CH2:6]([O:8][P:9]([N:14]1[CH:20]2[CH:15]1[CH2:16][CH2:17][N:18]([C:21]([O:23][CH2:24][C:25]1[CH:30]=[CH:29][CH:28]=[CH:27][CH:26]=1)=[O:22])[CH2:19]2)([O:11][CH2:12][CH3:13])=[O:10])[CH3:7].O. The catalyst is C1COCC1. The product is [CH:1]1([C@@H:15]2[CH2:16][CH2:17][N:18]([C:21]([O:23][CH2:24][C:25]3[CH:30]=[CH:29][CH:28]=[CH:27][CH:26]=3)=[O:22])[CH2:19][C@H:20]2[NH:14][P:9]([O:8][CH2:6][CH3:7])([O:11][CH2:12][CH3:13])=[O:10])[CH2:3][CH2:2]1. The yield is 0.590. (9) The reactants are [F:1][C:2]1[C:7]([F:8])=[C:6]([N:9]2[CH2:14][CH2:13][O:12][CH2:11][CH2:10]2)[CH:5]=[CH:4][C:3]=1[NH:15][N:16]=[C:17]([C:22](=[O:26])[CH2:23][O:24][CH3:25])[C:18]([O:20][CH3:21])=[O:19].[CH3:27]OC(OC)N(C)C. No catalyst specified. The product is [F:1][C:2]1[C:7]([F:8])=[C:6]([N:9]2[CH2:14][CH2:13][O:12][CH2:11][CH2:10]2)[CH:5]=[CH:4][C:3]=1[N:15]1[CH:27]=[C:23]([O:24][CH3:25])[C:22](=[O:26])[C:17]([C:18]([O:20][CH3:21])=[O:19])=[N:16]1. The yield is 0.840.